This data is from Peptide-MHC class II binding affinity with 134,281 pairs from IEDB. The task is: Regression. Given a peptide amino acid sequence and an MHC pseudo amino acid sequence, predict their binding affinity value. This is MHC class II binding data. (1) The MHC is DRB1_0301 with pseudo-sequence DRB1_0301. The binding affinity (normalized) is 0.208. The peptide sequence is QAYAATVAAAPQVKY. (2) The peptide sequence is YASGKVWGQKYFKGN. The MHC is HLA-DPA10103-DPB10401 with pseudo-sequence HLA-DPA10103-DPB10401. The binding affinity (normalized) is 0.182.